Dataset: NCI-60 drug combinations with 297,098 pairs across 59 cell lines. Task: Regression. Given two drug SMILES strings and cell line genomic features, predict the synergy score measuring deviation from expected non-interaction effect. (1) Drug 1: CN(C)N=NC1=C(NC=N1)C(=O)N. Drug 2: CCN(CC)CCCC(C)NC1=C2C=C(C=CC2=NC3=C1C=CC(=C3)Cl)OC. Cell line: UACC-257. Synergy scores: CSS=-1.93, Synergy_ZIP=1.82, Synergy_Bliss=-3.19, Synergy_Loewe=-12.8, Synergy_HSA=-8.90. (2) Drug 2: CCCS(=O)(=O)NC1=C(C(=C(C=C1)F)C(=O)C2=CNC3=C2C=C(C=N3)C4=CC=C(C=C4)Cl)F. Synergy scores: CSS=32.9, Synergy_ZIP=-2.23, Synergy_Bliss=0.199, Synergy_Loewe=-15.3, Synergy_HSA=0.253. Cell line: HT29. Drug 1: C1=CC(=CC=C1CC(C(=O)O)N)N(CCCl)CCCl.Cl. (3) Drug 1: CS(=O)(=O)CCNCC1=CC=C(O1)C2=CC3=C(C=C2)N=CN=C3NC4=CC(=C(C=C4)OCC5=CC(=CC=C5)F)Cl. Drug 2: CS(=O)(=O)OCCCCOS(=O)(=O)C. Cell line: HOP-92. Synergy scores: CSS=13.6, Synergy_ZIP=-0.709, Synergy_Bliss=6.17, Synergy_Loewe=3.86, Synergy_HSA=5.51. (4) Drug 1: CN1C(=O)N2C=NC(=C2N=N1)C(=O)N. Drug 2: C1C(C(OC1N2C=NC3=C2NC=NCC3O)CO)O. Cell line: UACC62. Synergy scores: CSS=4.83, Synergy_ZIP=-0.513, Synergy_Bliss=-0.449, Synergy_Loewe=0.219, Synergy_HSA=-0.818. (5) Drug 1: CCC1=CC2CC(C3=C(CN(C2)C1)C4=CC=CC=C4N3)(C5=C(C=C6C(=C5)C78CCN9C7C(C=CC9)(C(C(C8N6C)(C(=O)OC)O)OC(=O)C)CC)OC)C(=O)OC.C(C(C(=O)O)O)(C(=O)O)O. Drug 2: C1=CN(C=N1)CC(O)(P(=O)(O)O)P(=O)(O)O. Cell line: NCI-H226. Synergy scores: CSS=9.11, Synergy_ZIP=-11.9, Synergy_Bliss=-17.8, Synergy_Loewe=-17.3, Synergy_HSA=-16.8. (6) Drug 1: CS(=O)(=O)C1=CC(=C(C=C1)C(=O)NC2=CC(=C(C=C2)Cl)C3=CC=CC=N3)Cl. Drug 2: CCN(CC)CCNC(=O)C1=C(NC(=C1C)C=C2C3=C(C=CC(=C3)F)NC2=O)C. Cell line: OVCAR3. Synergy scores: CSS=-0.147, Synergy_ZIP=1.25, Synergy_Bliss=0.656, Synergy_Loewe=-4.54, Synergy_HSA=-4.46. (7) Drug 1: CC1C(C(CC(O1)OC2CC(CC3=C2C(=C4C(=C3O)C(=O)C5=C(C4=O)C(=CC=C5)OC)O)(C(=O)CO)O)N)O.Cl. Drug 2: C(CN)CNCCSP(=O)(O)O. Cell line: UO-31. Synergy scores: CSS=-0.561, Synergy_ZIP=1.23, Synergy_Bliss=2.29, Synergy_Loewe=-0.0301, Synergy_HSA=0.482.